Dataset: Experimentally validated miRNA-target interactions with 360,000+ pairs, plus equal number of negative samples. Task: Binary Classification. Given a miRNA mature sequence and a target amino acid sequence, predict their likelihood of interaction. The miRNA is hsa-miR-18b-5p with sequence UAAGGUGCAUCUAGUGCAGUUAG. The protein sequence of the target gene is MAANVGSMFQYWKRFDLQQLQRELDATATVLANRQDESEQSRKRLIEQSREFKKNTPEDLRKQVAPLLKSFQGEIDALSKRSKEAEAAFLNVYKRLIDVPDPVPALDLGQQLQLKVQRLHDIETENQKLRETLEEYNKEFAEVKNQEVTIKALKEKIREYEQTLKNQAETIALEKEQKLQNDFAEKERKLQETQMSTTSKLEEAEHKVQSLQTALEKTRTELFDLKTKYDEETTAKADEIEMIMTDLERANQRAEVAQREAETLREQLSSANHSLQLASQIQKAPDVEQAIEVLTRSSLE.... Result: 1 (interaction).